Dataset: Experimentally validated miRNA-target interactions with 360,000+ pairs, plus equal number of negative samples. Task: Binary Classification. Given a miRNA mature sequence and a target amino acid sequence, predict their likelihood of interaction. (1) The miRNA is hsa-miR-3928-5p with sequence UGAAGCUCUAAGGUUCCGCCUGC. The protein sequence of the target gene is MLLLWVSVVAALALAVLAPGAGEQRRRAAKAPNVVLVVSDSFDGRLTFHPGSQVVKLPFINFMKTRGTSFLNAYTNSPICCPSRAAMWSGLFTHLTESWNNFKGLDPNYTTWMDVMERHGYRTQKFGKLDYTSGHHSISNRVEAWTRDVAFLLRQEGRPMVNLIRNRTKVRVMERDWQNTDKAVNWLRKEAINYTEPFVIYLGLNLPHPYPSPSSGENFGSSTFHTSLYWLEKVSHDAIKIPKWSPLSEMHPVDYYSSYTKNCTGRFTKKEIKNIRAFYYAMCAETDAMLGEIILALHQL.... Result: 1 (interaction). (2) The miRNA is mmu-miR-669d-5p with sequence ACUUGUGUGUGCAUGUAUAUGU. The protein sequence of the target gene is MSIEKIWAREILDSRGNPTVEVDLYTAKGLFRAAVPSGASTGIYEALELRDGDKQRYLGKGVLKAVDHINSRIAPALISSGISVVEQEKLDNLMLELDGTENKSKFGANAILGVSLAVCKAGAAERDLPLYRHIAQLAGNSDLILPVPAFNVINGGSHAGNKLAMQEFMILPVGAESFRDAMRLGAEVYHTLKGVIKDKYGKDATNVGDEGGFAPNILENSEALELVKEAIDKAGYTEKMVIGMDVAASEFYRDGKYDLDFKSPADPSRYITGDQLGALYQDFVRNYPVVSIEDPFDQDD.... Result: 1 (interaction).